This data is from Forward reaction prediction with 1.9M reactions from USPTO patents (1976-2016). The task is: Predict the product of the given reaction. (1) The product is: [Cl:1][C:2]1[CH:3]=[CH:4][C:5]([C:8]([F:9])([F:10])[F:11])=[CH:6][C:7]=1[C:31]([OH:33])=[O:32]. Given the reactants [Cl:1][C:2]1[CH:7]=[CH:6][C:5]([C:8]([F:11])([F:10])[F:9])=[CH:4][CH:3]=1.CN(C)CCN(C)C.C([Li])CCC.CCCCCC.[C:31](=[O:33])=[O:32], predict the reaction product. (2) Given the reactants [ClH:1].O1[CH2:7][CH2:6]OCC1.[NH2:8][C:9]1[CH:13]=[C:12]([CH3:14])[NH:11][C:10]=1[C:15]([O:17][CH2:18][CH3:19])=[O:16], predict the reaction product. The product is: [ClH:1].[CH3:14][C:12]1[NH:11][C:10]([C:15]([O:17][CH2:18][CH3:19])=[O:16])=[C:9]([NH:8][C:9](=[NH:8])[CH2:10][CH2:15][CH2:6][CH3:7])[CH:13]=1. (3) Given the reactants [Cl:1][C:2]1[CH:8]=[CH:7][C:5]([NH2:6])=[CH:4][CH:3]=1.[CH2:9]([C:11](=O)[C:12]([O-:14])=[O:13])[CH3:10].[CH:16]1[CH2:20]C=C[CH:17]=1.F[C:22](F)(F)[C:23](O)=O, predict the reaction product. The product is: [CH2:22]([O:14][C:12]([CH:11]1[CH:9]2[CH2:20][CH:16]=[CH:17][CH:10]2[C:7]2[CH:8]=[C:2]([Cl:1])[CH:3]=[CH:4][C:5]=2[NH:6]1)=[O:13])[CH3:23].